This data is from Catalyst prediction with 721,799 reactions and 888 catalyst types from USPTO. The task is: Predict which catalyst facilitates the given reaction. (1) Reactant: [C:1]([C:5]1[N:10]=[C:9]([O:11][C:12]2[C:17]([CH3:18])=[CH:16][C:15]([CH3:19])=[CH:14][C:13]=2[CH3:20])[C:8]([C:21]([NH:23][S:24]([C:27]2[CH:32]=[CH:31][CH:30]=[CH:29][C:28]=2[N+:33]([O-])=O)(=[O:26])=[O:25])=[O:22])=[CH:7][CH:6]=1)([CH3:4])([CH3:3])[CH3:2].[H][H]. Product: [NH2:33][C:28]1[CH:29]=[CH:30][CH:31]=[CH:32][C:27]=1[S:24]([NH:23][C:21]([C:8]1[C:9]([O:11][C:12]2[C:17]([CH3:18])=[CH:16][C:15]([CH3:19])=[CH:14][C:13]=2[CH3:20])=[N:10][C:5]([C:1]([CH3:4])([CH3:3])[CH3:2])=[CH:6][CH:7]=1)=[O:22])(=[O:25])=[O:26]. The catalyst class is: 50. (2) Reactant: C1(S([CH:10]2[CH:12]([C:13]([F:16])([F:15])[F:14])O2)(=O)=O)C=CC=CC=1.[C:17]([O:21][C:22]([N:24]1[CH2:29][CH2:28][N:27]([C:30](=[S:32])[NH2:31])[CH2:26][CH2:25]1)=[O:23])([CH3:20])([CH3:19])[CH3:18].N1(C(OC(C)(C)C)=O)CCNCC1.C(N1C=CN=C1)(N1C=CN=C1)=S.N. Product: [C:17]([O:21][C:22]([N:24]1[CH2:25][CH2:26][N:27]([C:30]2[S:32][C:12]([C:13]([F:14])([F:15])[F:16])=[CH:10][N:31]=2)[CH2:28][CH2:29]1)=[O:23])([CH3:20])([CH3:18])[CH3:19]. The catalyst class is: 9. (3) Reactant: [CH:1]1([N:6]2[CH:10]=[C:9]([NH:11][C:12]([C:14]3[N:15]([CH3:22])[CH:16]=[C:17]([N+:19]([O-])=O)[CH:18]=3)=[O:13])[CH:8]=[C:7]2[C:23]([NH:25][C:26]2[CH:30]=[C:29]([C:31]([NH:33][CH2:34][CH2:35][CH2:36][N:37]([CH3:39])[CH3:38])=[O:32])[N:28]([CH3:40])[CH:27]=2)=[O:24])[CH2:5][CH2:4][CH2:3][CH2:2]1.[CH2:41]([OH:43])C. Product: [CH:1]1([N:6]2[CH:10]=[C:9]([NH:11][C:12]([C:14]3[N:15]([CH3:22])[CH:16]=[C:17]([NH:19][CH:41]=[O:43])[CH:18]=3)=[O:13])[CH:8]=[C:7]2[C:23]([NH:25][C:26]2[CH:30]=[C:29]([C:31]([NH:33][CH2:34][CH2:35][CH2:36][N:37]([CH3:39])[CH3:38])=[O:32])[N:28]([CH3:40])[CH:27]=2)=[O:24])[CH2:5][CH2:4][CH2:3][CH2:2]1. The catalyst class is: 45. (4) Reactant: [NH2:1][C:2]1[C:11]2[C:6](=[C:7]([NH2:12])[CH:8]=[CH:9][CH:10]=2)[CH:5]=[CH:4][CH:3]=1.[C:13]([OH:23])(=O)[CH:14]([C:16]1[CH:21]=[CH:20][CH:19]=[CH:18][CH:17]=1)[OH:15]. Product: [OH:15][CH:14]([C:16]1[CH:21]=[CH:20][CH:19]=[CH:18][CH:17]=1)[C:13]([NH:1][C:2]1[C:11]2[C:6](=[C:7]([NH:12][C:13](=[O:23])[CH:14]([C:16]3[CH:17]=[CH:18][CH:19]=[CH:20][CH:21]=3)[OH:15])[CH:8]=[CH:9][CH:10]=2)[CH:5]=[CH:4][CH:3]=1)=[O:23]. The catalyst class is: 159. (5) Reactant: [F:1][C:2]1[CH:7]=[C:6]([C:8]2[CH:13]=[CH:12][CH:11]=[CH:10][N:9]=2)[CH:5]=[CH:4][C:3]=1[C:14]1[O:15][C:16]2[C:22]([C:23](OC)=[O:24])=[CH:21][CH:20]=[CH:19][C:17]=2[N:18]=1.[NH3:27]. Product: [F:1][C:2]1[CH:7]=[C:6]([C:8]2[CH:13]=[CH:12][CH:11]=[CH:10][N:9]=2)[CH:5]=[CH:4][C:3]=1[C:14]1[O:15][C:16]2[C:22]([C:23]([NH2:27])=[O:24])=[CH:21][CH:20]=[CH:19][C:17]=2[N:18]=1. The catalyst class is: 5. (6) Reactant: Br[CH2:2][C:3]([C:5]1[C:10]([CH3:11])=[CH:9][C:8]([O:12][C:13]2[CH:18]=[C:17]([CH3:19])[CH:16]=[C:15]([CH3:20])[CH:14]=2)=[CH:7][C:6]=1[CH3:21])=O.[NH2:22][C:23]([NH2:25])=[S:24]. Product: [CH3:20][C:15]1[CH:14]=[C:13]([CH:18]=[C:17]([CH3:19])[CH:16]=1)[O:12][C:8]1[CH:9]=[C:10]([CH3:11])[C:5]([C:3]2[N:22]=[C:23]([NH2:25])[S:24][CH:2]=2)=[C:6]([CH3:21])[CH:7]=1. The catalyst class is: 14. (7) Reactant: [F:1][C:2]1[CH:3]=[C:4]([N+:9]([O-:11])=[O:10])[CH:5]=[CH:6][C:7]=1F.[NH:12]1[CH2:17][CH2:16][O:15][CH2:14][CH2:13]1.C(N(CC)C(C)C)(C)C. Product: [F:1][C:2]1[CH:3]=[C:4]([N+:9]([O-:11])=[O:10])[CH:5]=[CH:6][C:7]=1[N:12]1[CH2:17][CH2:16][O:15][CH2:14][CH2:13]1. The catalyst class is: 13.